From a dataset of Reaction yield outcomes from USPTO patents with 853,638 reactions. Predict the reaction yield, written as a fraction of the theoretical maximum amount of product (1.0 means a 100% yield; for example, 0.34 means a 34% yield). The reactants are [NH2:1][C:2]1[C:7]2=[CH:8][CH:9]=[C:10]([C:11](=[O:14])[CH2:12][Cl:13])[N:6]2[N:5]=[CH:4][N:3]=1.[Br:15]N1C(C)(C)C(=O)N(Br)C1=O. The catalyst is CN(C=O)C. The product is [NH2:1][C:2]1[C:7]2=[C:8]([Br:15])[CH:9]=[C:10]([C:11](=[O:14])[CH2:12][Cl:13])[N:6]2[N:5]=[CH:4][N:3]=1. The yield is 0.520.